This data is from Peptide-MHC class II binding affinity with 134,281 pairs from IEDB. The task is: Regression. Given a peptide amino acid sequence and an MHC pseudo amino acid sequence, predict their binding affinity value. This is MHC class II binding data. (1) The peptide sequence is TRVVLSEMKEAFHGL. The MHC is HLA-DQA10201-DQB10402 with pseudo-sequence HLA-DQA10201-DQB10402. The binding affinity (normalized) is 0.214. (2) The peptide sequence is NIEFFTKNSAFPKTT. The MHC is DRB1_0101 with pseudo-sequence DRB1_0101. The binding affinity (normalized) is 0.572. (3) The peptide sequence is YNYMEPYVSKNPRQA. The MHC is HLA-DPA10201-DPB10501 with pseudo-sequence HLA-DPA10201-DPB10501. The binding affinity (normalized) is 0.186. (4) The peptide sequence is TDDNEEPIAAYHFDL. The MHC is HLA-DQA10101-DQB10501 with pseudo-sequence HLA-DQA10101-DQB10501. The binding affinity (normalized) is 0.0770. (5) The peptide sequence is GSLIVNPSLNGFLSK. The MHC is DRB1_0802 with pseudo-sequence DRB1_0802. The binding affinity (normalized) is 0.388.